From a dataset of TCR-epitope binding with 47,182 pairs between 192 epitopes and 23,139 TCRs. Binary Classification. Given a T-cell receptor sequence (or CDR3 region) and an epitope sequence, predict whether binding occurs between them. (1) The epitope is TSNQVAVLY. The TCR CDR3 sequence is CASSTQDLQGARSPLHF. Result: 0 (the TCR does not bind to the epitope). (2) The epitope is LLLGIGILV. The TCR CDR3 sequence is CSARDLPVLSGRYEQFF. Result: 1 (the TCR binds to the epitope). (3) The epitope is SEETGTLIV. The TCR CDR3 sequence is CASSLWGNAEAFF. Result: 0 (the TCR does not bind to the epitope). (4) The epitope is MLNIPSINV. The TCR CDR3 sequence is CASSTTWDRVFEKLFF. Result: 0 (the TCR does not bind to the epitope). (5) The epitope is LPRRSGAAGA. The TCR CDR3 sequence is CASSQTSGQYNEQFF. Result: 0 (the TCR does not bind to the epitope). (6) The epitope is LEPLVDLPI. The TCR CDR3 sequence is CASSQGAVLSYEQYF. Result: 1 (the TCR binds to the epitope).